Dataset: Reaction yield outcomes from USPTO patents with 853,638 reactions. Task: Predict the reaction yield, written as a fraction of the theoretical maximum amount of product (1.0 means a 100% yield; for example, 0.34 means a 34% yield). (1) The reactants are Cl[C:2]1[CH:11]=[CH:10][C:9]2[C:8]3[C:12]4[NH:19][CH2:18][C@@H:17]([CH3:20])[NH:16][C:15](=[O:21])[C:13]=4[S:14][C:7]=3[CH:6]=[CH:5][C:4]=2[N:3]=1.[F:22][C:23]1[CH:28]=[C:27]([NH2:29])[CH:26]=[C:25]([F:30])[N:24]=1.C(=O)([O-])[O-].[Cs+].[Cs+].C1C=CC(P(C2C(C3C(P(C4C=CC=CC=4)C4C=CC=CC=4)=CC=C4C=3C=CC=C4)=C3C(C=CC=C3)=CC=2)C2C=CC=CC=2)=CC=1. The catalyst is O1CCOCC1.C1C=CC(/C=C/C(/C=C/C2C=CC=CC=2)=O)=CC=1.C1C=CC(/C=C/C(/C=C/C2C=CC=CC=2)=O)=CC=1.C1C=CC(/C=C/C(/C=C/C2C=CC=CC=2)=O)=CC=1.[Pd].[Pd]. The product is [F:22][C:23]1[CH:28]=[C:27]([NH:29][C:2]2[CH:11]=[CH:10][C:9]3[C:8]4[C:12]5[NH:19][CH2:18][C@@H:17]([CH3:20])[NH:16][C:15](=[O:21])[C:13]=5[S:14][C:7]=4[CH:6]=[CH:5][C:4]=3[N:3]=2)[CH:26]=[C:25]([F:30])[N:24]=1. The yield is 0.100. (2) The reactants are [Br:1][C:2]1[CH:3]=[N:4][C:5]2[C:10]([CH:11]=1)=[CH:9][C:8]([CH2:12][C:13]1O[C:16]([NH2:18])=[N:15][N:14]=1)=[CH:7][CH:6]=2.O.[NH2:20][NH2:21]. The catalyst is O. The product is [Br:1][C:2]1[CH:3]=[N:4][C:5]2[C:10]([CH:11]=1)=[CH:9][C:8]([CH2:12][C:13]1[N:20]([NH2:21])[C:16]([NH2:18])=[N:15][N:14]=1)=[CH:7][CH:6]=2. The yield is 0.490.